Dataset: Catalyst prediction with 721,799 reactions and 888 catalyst types from USPTO. Task: Predict which catalyst facilitates the given reaction. (1) Reactant: [Cl:1][C:2]1[CH:7]=[C:6]([O:8][C:9]2[C:10](I)=[N:11][C:12]([CH3:15])=[CH:13][CH:14]=2)[CH:5]=[CH:4][N:3]=1.[Br-].[N:18]1[CH:23]=[CH:22][CH:21]=[CH:20][C:19]=1[Zn+].C1COCC1.CC(N(C)C)=O. Product: [Cl:1][C:2]1[CH:7]=[C:6]([O:8][C:9]2[C:10]([C:19]3[CH:20]=[CH:21][CH:22]=[CH:23][N:18]=3)=[N:11][C:12]([CH3:15])=[CH:13][CH:14]=2)[CH:5]=[CH:4][N:3]=1. The catalyst class is: 518. (2) The catalyst class is: 132. Product: [Si:12]([O:19][CH2:20][CH2:21][CH2:22][CH2:23][C:24]([C:35]1[CH:40]=[C:39]([F:41])[CH:38]=[CH:37][C:36]=1[F:42])([CH2:54][CH2:53][CH2:52][CH2:51][O:50][Si:43]([C:46]([CH3:47])([CH3:49])[CH3:48])([CH3:44])[CH3:45])[S:25]([C:28]1[CH:29]=[CH:30][C:31]([Cl:34])=[CH:32][CH:33]=1)(=[O:27])=[O:26])([C:15]([CH3:18])([CH3:17])[CH3:16])([CH3:14])[CH3:13]. Reactant: C([Li])CCC.CCCCCC.[Si:12]([O:19][CH2:20][CH2:21][CH2:22][CH2:23][CH:24]([C:35]1[CH:40]=[C:39]([F:41])[CH:38]=[CH:37][C:36]=1[F:42])[S:25]([C:28]1[CH:33]=[CH:32][C:31]([Cl:34])=[CH:30][CH:29]=1)(=[O:27])=[O:26])([C:15]([CH3:18])([CH3:17])[CH3:16])([CH3:14])[CH3:13].[Si:43]([O:50][CH2:51][CH2:52][CH2:53][CH2:54]I)([C:46]([CH3:49])([CH3:48])[CH3:47])([CH3:45])[CH3:44]. (3) Reactant: [CH:1]1([CH2:6][C@H:7]([N:11]2[CH2:19][C:18]3[C:13](=[CH:14][CH:15]=[CH:16][C:17]=3[C:20]([F:23])([F:22])[F:21])[C:12]2=[O:24])[C:8](O)=[O:9])[CH2:5][CH2:4][CH2:3][CH2:2]1.C(Cl)(=O)C(Cl)=O.[C:31]([O:35][C:36](=[O:45])[CH2:37][CH2:38][N:39]1[CH:43]=[CH:42][C:41]([NH2:44])=[N:40]1)([CH3:34])([CH3:33])[CH3:32].N1C(C)=CC=CC=1C. Product: [C:31]([O:35][C:36](=[O:45])[CH2:37][CH2:38][N:39]1[CH:43]=[CH:42][C:41]([NH:44][C:8](=[O:9])[C@@H:7]([N:11]2[CH2:19][C:18]3[C:13](=[CH:14][CH:15]=[CH:16][C:17]=3[C:20]([F:22])([F:21])[F:23])[C:12]2=[O:24])[CH2:6][CH:1]2[CH2:2][CH2:3][CH2:4][CH2:5]2)=[N:40]1)([CH3:34])([CH3:32])[CH3:33]. The catalyst class is: 306. (4) Reactant: [CH:1]1([CH2:6][CH:7]([C:17]2[CH:22]=[CH:21][C:20]([S:23]([CH2:26][CH2:27]O)(=[O:25])=[O:24])=[CH:19][CH:18]=2)[C:8]2[NH:16][C:11]3=[N:12][CH:13]=[CH:14][CH:15]=[C:10]3[CH:9]=2)[CH2:5][CH2:4][CH2:3][CH2:2]1.C(N(CC)CC)C.CS(Cl)(=O)=O. Product: [CH:1]1([CH2:6][CH:7]([C:8]2[NH:16][C:11]3=[N:12][CH:13]=[CH:14][CH:15]=[C:10]3[CH:9]=2)[C:17]2[CH:22]=[CH:21][C:20]([S:23]([CH:26]=[CH2:27])(=[O:25])=[O:24])=[CH:19][CH:18]=2)[CH2:5][CH2:4][CH2:3][CH2:2]1. The catalyst class is: 4. (5) Reactant: [S:1]1[CH:5]=[CH:4][C:3]2[C:6]([N:10]3[CH2:15][CH2:14][N:13](C=O)[CH2:12][CH2:11]3)=[CH:7][CH:8]=[CH:9][C:2]1=2.[ClH:18].O1CCOCC1. Product: [ClH:18].[S:1]1[CH:5]=[CH:4][C:3]2[C:6]([N:10]3[CH2:15][CH2:14][NH:13][CH2:12][CH2:11]3)=[CH:7][CH:8]=[CH:9][C:2]1=2. The catalyst class is: 12. (6) The catalyst class is: 62. Product: [Cl:18][C:12]1[CH:13]=[CH:14][CH:15]=[C:16]([F:17])[C:11]=1[C:9]1[S:8][C:7]2[C:2]([NH:27][C:23]3[CH:22]=[C:21]([CH3:20])[N:26]=[CH:25][N:24]=3)=[N:3][CH:4]=[C:5]([F:19])[C:6]=2[N:10]=1. Reactant: Br[C:2]1[C:7]2[S:8][C:9]([C:11]3[C:16]([F:17])=[CH:15][CH:14]=[CH:13][C:12]=3[Cl:18])=[N:10][C:6]=2[C:5]([F:19])=[CH:4][N:3]=1.[CH3:20][C:21]1[N:26]=[CH:25][N:24]=[C:23]([NH2:27])[CH:22]=1.CC1(C)C2C(=C(P(C3C=CC=CC=3)C3C=CC=CC=3)C=CC=2)OC2C(P(C3C=CC=CC=3)C3C=CC=CC=3)=CC=CC1=2.C([O-])([O-])=O.[Cs+].[Cs+]. (7) Reactant: FC(F)(F)C(O)=O.C(OC([N:15]1[CH2:20][CH2:19][C:18]([C:29](=[O:41])[NH:30][CH2:31][CH2:32][C:33]2[CH:38]=[CH:37][C:36]([CH2:39][CH3:40])=[CH:35][CH:34]=2)([CH2:21][C:22]2[CH:27]=[CH:26][CH:25]=[CH:24][C:23]=2[F:28])[CH2:17][CH2:16]1)=O)(C)(C)C. Product: [CH2:39]([C:36]1[CH:37]=[CH:38][C:33]([CH2:32][CH2:31][NH:30][C:29]([C:18]2([CH2:21][C:22]3[CH:27]=[CH:26][CH:25]=[CH:24][C:23]=3[F:28])[CH2:17][CH2:16][NH:15][CH2:20][CH2:19]2)=[O:41])=[CH:34][CH:35]=1)[CH3:40]. The catalyst class is: 4. (8) Reactant: [CH3:1][N:2]1[C:6](=[O:7])[NH:5][N:4]=[C:3]1[C:8]1[CH:13]=[CH:12][N:11]2[C:14]3[CH2:20][C@H:19]([NH:21]C(=O)OC(C)(C)C)[C@@H:18]([C:29]4[CH:34]=[C:33]([F:35])[C:32]([F:36])=[CH:31][C:30]=4[F:37])[CH2:17][C:15]=3[N:16]=[C:10]2[CH:9]=1.Cl.CCOC(C)=O. Product: [NH2:21][C@@H:19]1[C@@H:18]([C:29]2[CH:34]=[C:33]([F:35])[C:32]([F:36])=[CH:31][C:30]=2[F:37])[CH2:17][C:15]2[N:16]=[C:10]3[CH:9]=[C:8]([C:3]4[N:2]([CH3:1])[C:6](=[O:7])[NH:5][N:4]=4)[CH:13]=[CH:12][N:11]3[C:14]=2[CH2:20]1. The catalyst class is: 2. (9) Reactant: [OH:1][C:2]1[C:7]2[NH:8][C:9]([C:11]3[S:12][CH:13]=[CH:14][CH:15]=3)=[N:10][C:6]=2[C:5]([C:16]([OH:18])=O)=[CH:4][CH:3]=1.[N+:19]([C:22]1[CH:23]=[CH:24][C:25]([NH:28][CH2:29][CH2:30][NH2:31])=[N:26][CH:27]=1)([O-:21])=[O:20].C(Cl)CCl.C1C=CC2N(O)N=NC=2C=1.CCN(C(C)C)C(C)C. Product: [OH:1][C:2]1[C:7]2[NH:8][C:9]([C:11]3[S:12][CH:13]=[CH:14][CH:15]=3)=[N:10][C:6]=2[C:5]([C:16]([NH:31][CH2:30][CH2:29][NH:28][C:25]2[CH:24]=[CH:23][C:22]([N+:19]([O-:21])=[O:20])=[CH:27][N:26]=2)=[O:18])=[CH:4][CH:3]=1. The catalyst class is: 4.